Dataset: Catalyst prediction with 721,799 reactions and 888 catalyst types from USPTO. Task: Predict which catalyst facilitates the given reaction. (1) Reactant: [Cl:1][C:2]1[CH:25]=[C:24]([N:26]2[CH2:30][CH2:29][CH2:28][CH2:27]2)[CH:23]=[CH:22][C:3]=1[C:4]([N:6]1[C:12]2[CH:13]=[CH:14][CH:15]=[CH:16][C:11]=2[CH2:10][N:9]([CH2:17][C:18](O)=[O:19])[C:8](=[O:21])[CH2:7]1)=[O:5].CN1CCOCC1.ClC(OCC(C)C)=O.[BH4-].[Na+]. Product: [Cl:1][C:2]1[CH:25]=[C:24]([N:26]2[CH2:30][CH2:29][CH2:28][CH2:27]2)[CH:23]=[CH:22][C:3]=1[C:4]([N:6]1[C:12]2[CH:13]=[CH:14][CH:15]=[CH:16][C:11]=2[CH2:10][N:9]([CH2:17][CH2:18][OH:19])[C:8](=[O:21])[CH2:7]1)=[O:5]. The catalyst class is: 738. (2) Reactant: [CH2:1]([O:3][C:4]1[CH:5]=[C:6]2[C:11](=[C:12]3[CH2:16][C:15]([CH3:18])([CH3:17])[O:14][C:13]=13)[C:10]([C:19]1[CH:24]=[CH:23][C:22]([CH2:25][C:26]([O:28]C)=[O:27])=[CH:21][CH:20]=1)=[N:9][C:8]([CH3:31])([CH3:30])[CH2:7]2)[CH3:2].[OH-].[Na+].Cl. Product: [CH2:1]([O:3][C:4]1[CH:5]=[C:6]2[C:11](=[C:12]3[CH2:16][C:15]([CH3:18])([CH3:17])[O:14][C:13]=13)[C:10]([C:19]1[CH:20]=[CH:21][C:22]([CH2:25][C:26]([OH:28])=[O:27])=[CH:23][CH:24]=1)=[N:9][C:8]([CH3:30])([CH3:31])[CH2:7]2)[CH3:2]. The catalyst class is: 5. (3) Reactant: [CH3:1][C:2]1[CH:11]=[CH:10][C:5]([C:6]([O:8]C)=O)=[CH:4][C:3]=1[O:12][CH3:13].[Li+].C[Si]([N-][Si](C)(C)C)(C)C.[Cl:24][C:25]1[N:30]=[C:29]([CH3:31])[CH:28]=[CH:27][N:26]=1. Product: [Cl:24][C:25]1[N:30]=[C:29]([CH2:31][C:6]([C:5]2[CH:10]=[CH:11][C:2]([CH3:1])=[C:3]([O:12][CH3:13])[CH:4]=2)=[O:8])[CH:28]=[CH:27][N:26]=1. The catalyst class is: 1. (4) Reactant: [CH2:1]([S:3]([C:6]1[CH:7]=[C:8]([C:12]2[CH:20]=[CH:19][C:18]([OH:21])=[C:17]3[C:13]=2[C:14]2[CH:25]=[C:24]([CH3:26])[CH:23]=[N:22][C:15]=2[NH:16]3)[CH:9]=[CH:10][CH:11]=1)(=[O:5])=[O:4])[CH3:2].[CH3:27][N:28]([CH3:43])[CH2:29][CH2:30][CH2:31]OS(C1C=CC(C)=CC=1)(=O)=O.C(=O)([O-])[O-].[K+].[K+]. Product: [CH2:1]([S:3]([C:6]1[CH:7]=[C:8]([C:12]2[CH:20]=[CH:19][C:18]([O:21][CH2:31][CH2:30][CH2:29][N:28]([CH3:43])[CH3:27])=[C:17]3[C:13]=2[C:14]2[CH:25]=[C:24]([CH3:26])[CH:23]=[N:22][C:15]=2[NH:16]3)[CH:9]=[CH:10][CH:11]=1)(=[O:5])=[O:4])[CH3:2]. The catalyst class is: 3.